From a dataset of Peptide-MHC class II binding affinity with 134,281 pairs from IEDB. Regression. Given a peptide amino acid sequence and an MHC pseudo amino acid sequence, predict their binding affinity value. This is MHC class II binding data. (1) The peptide sequence is TVPRTKYTATISGLK. The MHC is HLA-DQA10501-DQB10201 with pseudo-sequence HLA-DQA10501-DQB10201. The binding affinity (normalized) is 0.120. (2) The peptide sequence is IRDGLQYGWKTWGKN. The binding affinity (normalized) is 0.566. The MHC is DRB1_1301 with pseudo-sequence DRB1_1301. (3) The peptide sequence is QLVMKANNSVIMNGA. The MHC is DRB1_1501 with pseudo-sequence DRB1_1501. The binding affinity (normalized) is 0.544. (4) The MHC is DRB3_0101 with pseudo-sequence DRB3_0101. The binding affinity (normalized) is 0.635. The peptide sequence is AFILGGDNLFPKV. (5) The peptide sequence is GELQIHDKIDAAFKI. The MHC is DRB1_1101 with pseudo-sequence DRB1_1101. The binding affinity (normalized) is 0.568. (6) The peptide sequence is EKVDAAFKVAATAAN. The MHC is HLA-DPA10103-DPB10201 with pseudo-sequence HLA-DPA10103-DPB10201. The binding affinity (normalized) is 0.169.